This data is from Reaction yield outcomes from USPTO patents with 853,638 reactions. The task is: Predict the reaction yield, written as a fraction of the theoretical maximum amount of product (1.0 means a 100% yield; for example, 0.34 means a 34% yield). The reactants are [OH:1][C:2]1[CH:3]=[CH:4][C:5]2[CH2:6][C@H:7]3[N:19]([CH2:20][CH:21]4[CH2:23][CH2:22]4)[CH2:18][CH2:17][C@:13]45[C:14]=2[C:15]=1[O:16][C@H:12]4[CH2:11][CH2:10][CH2:9][C@@:8]35[OH:24].C([O-])([O-])=O.[K+].[K+].[CH2:31](Br)[C:32]1[CH:37]=[CH:36][CH:35]=[CH:34][CH:33]=1. The catalyst is CN(C=O)C.O. The product is [CH2:31]([O:1][C:2]1[CH:3]=[CH:4][C:5]2[CH2:6][C@H:7]3[N:19]([CH2:20][CH:21]4[CH2:22][CH2:23]4)[CH2:18][CH2:17][C@:13]45[C:14]=2[C:15]=1[O:16][C@H:12]4[CH2:11][CH2:10][CH2:9][C@@:8]35[OH:24])[C:32]1[CH:37]=[CH:36][CH:35]=[CH:34][CH:33]=1. The yield is 0.950.